Dataset: Forward reaction prediction with 1.9M reactions from USPTO patents (1976-2016). Task: Predict the product of the given reaction. (1) Given the reactants [CH3:1][N:2]1[C:10]2[CH:9]=[C:8]([C:11]3[CH:16]=[CH:15][C:14]([O:17][CH2:18][CH2:19][CH:20]4[CH2:25][CH2:24][NH:23][CH2:22][CH2:21]4)=[C:13]([C:26]([F:29])([F:28])[F:27])[CH:12]=3)[N:7]=[C:6]([C:30]#[N:31])[C:5]=2[N:4]=[N:3]1.[C:32](Cl)(=[O:43])OC1C=CC([N+]([O-])=O)=CC=1.[CH3:45][NH2:46], predict the reaction product. The product is: [C:30]([C:6]1[N:7]=[C:8]([C:11]2[CH:16]=[CH:15][C:14]([O:17][CH2:18][CH2:19][CH:20]3[CH2:21][CH2:22][N:23]([C:32]([NH:46][CH3:45])=[O:43])[CH2:24][CH2:25]3)=[C:13]([C:26]([F:29])([F:28])[F:27])[CH:12]=2)[CH:9]=[C:10]2[N:2]([CH3:1])[N:3]=[N:4][C:5]=12)#[N:31]. (2) The product is: [CH:19]1([NH:18][C:16]([C:11]2[N:10]=[N:9][N:8]([C:5]3[CH:6]=[CH:7][C:2]([NH:1][C:22](=[O:28])[CH2:23][CH2:24][C:25]([OH:27])=[O:26])=[CH:3][CH:4]=3)[C:12]=2[CH2:13][CH2:14][CH3:15])=[O:17])[CH2:20][CH2:21]1. Given the reactants [NH2:1][C:2]1[CH:7]=[CH:6][C:5]([N:8]2[C:12]([CH2:13][CH2:14][CH3:15])=[C:11]([C:16]([NH:18][CH:19]3[CH2:21][CH2:20]3)=[O:17])[N:10]=[N:9]2)=[CH:4][CH:3]=1.[C:22]1(=[O:28])[O:27][C:25](=[O:26])[CH2:24][CH2:23]1.C(OCC)C, predict the reaction product. (3) Given the reactants [C:1](/[CH:3]=[CH:4]/[S:5]([C:8]1[CH:13]=[CH:12][C:11]([C:14]([CH3:19])([CH3:18])[C:15]([OH:17])=O)=[CH:10][CH:9]=1)(=[O:7])=[O:6])#[N:2].Cl.CN(C)CCCN=C=NCC.[CH2:32]([NH:34][C:35](=S)[NH:36][NH2:37])[CH3:33], predict the reaction product. The product is: [CH2:32]([NH:34][C:35]1[O:17][C:15]([C:14]([C:11]2[CH:10]=[CH:9][C:8]([S:5](/[CH:4]=[CH:3]/[C:1]#[N:2])(=[O:6])=[O:7])=[CH:13][CH:12]=2)([CH3:19])[CH3:18])=[N:37][N:36]=1)[CH3:33]. (4) Given the reactants [C:1]([O:5][C:6](=[O:34])[NH:7][C:8]1([CH2:16][CH2:17][C:18]2[CH:23]=[CH:22][C:21]([O:24][CH2:25][CH2:26][CH2:27][CH2:28][CH2:29][CH2:30][CH3:31])=[C:20]([CH2:32]O)[CH:19]=2)[CH2:13][O:12][C:11]([CH3:15])([CH3:14])[O:10][CH2:9]1)([CH3:4])([CH3:3])[CH3:2].C1(C)C=CC(S([F:44])(=O)=O)=CC=1.[F-].C([N+](CCCC)(CCCC)CCCC)CCC.O1CCCC1, predict the reaction product. The product is: [C:1]([O:5][C:6](=[O:34])[NH:7][C:8]1([CH2:16][CH2:17][C:18]2[CH:23]=[CH:22][C:21]([O:24][CH2:25][CH2:26][CH2:27][CH2:28][CH2:29][CH2:30][CH3:31])=[C:20]([CH2:32][F:44])[CH:19]=2)[CH2:13][O:12][C:11]([CH3:15])([CH3:14])[O:10][CH2:9]1)([CH3:4])([CH3:3])[CH3:2]. (5) The product is: [CH:1]1([CH:7]([NH:25][C:26]2[CH:27]=[CH:28][C:29]([C:32]([N:34]([CH3:42])[CH2:35][CH2:36][C:37]([OH:39])=[O:38])=[O:33])=[CH:30][CH:31]=2)[C:9]2[C:10]([CH3:24])=[N:11][N:12]([C:14]3[CH:19]=[CH:18][C:17]([C:20]([F:23])([F:22])[F:21])=[CH:16][N:15]=3)[CH:13]=2)[CH2:6][CH2:5][CH2:4][CH2:3][CH2:2]1. Given the reactants [CH:1]1([CH:7]([C:9]2[C:10]([CH3:24])=[N:11][N:12]([C:14]3[CH:19]=[CH:18][C:17]([C:20]([F:23])([F:22])[F:21])=[CH:16][N:15]=3)[CH:13]=2)O)[CH2:6][CH2:5][CH2:4][CH2:3][CH2:2]1.[NH2:25][C:26]1[CH:31]=[CH:30][C:29]([C:32]([N:34]([CH3:42])[CH2:35][CH2:36][C:37]([O:39]CC)=[O:38])=[O:33])=[CH:28][CH:27]=1, predict the reaction product. (6) Given the reactants [OH:1][CH2:2][CH:3]1[NH:8][CH2:7][CH2:6][N:5]([C:9]([O:11][C:12]([CH3:15])([CH3:14])[CH3:13])=[O:10])[CH2:4]1.C(N(CC)CC)C.[F:23][C:24]1[CH:29]=[CH:28][CH:27]=[CH:26][C:25]=1[S:30](Cl)(=[O:32])=[O:31].O, predict the reaction product. The product is: [F:23][C:24]1[CH:29]=[CH:28][CH:27]=[CH:26][C:25]=1[S:30]([N:8]1[CH2:7][CH2:6][N:5]([C:9]([O:11][C:12]([CH3:15])([CH3:14])[CH3:13])=[O:10])[CH2:4][CH:3]1[CH2:2][OH:1])(=[O:32])=[O:31]. (7) The product is: [F:19][CH:20]([F:29])[O:21][C:22]1[CH:23]=[CH:24][C:25]([NH:26][C:2]2[C:3](=[O:18])[N:4]([CH2:14][CH2:15][O:16][CH3:17])[C:5](=[O:13])[C:6]=2[C:7]2[CH:12]=[CH:11][CH:10]=[CH:9][CH:8]=2)=[CH:27][CH:28]=1. Given the reactants Cl[C:2]1[C:3](=[O:18])[N:4]([CH2:14][CH2:15][O:16][CH3:17])[C:5](=[O:13])[C:6]=1[C:7]1[CH:12]=[CH:11][CH:10]=[CH:9][CH:8]=1.[F:19][CH:20]([F:29])[O:21][C:22]1[CH:28]=[CH:27][C:25]([NH2:26])=[CH:24][CH:23]=1, predict the reaction product. (8) Given the reactants [Br:1][C:2]1[N:7]=[C:6]([C:8]2[S:12][C:11]([C@@H:13]3[CH2:17][O:16][C:15](=[O:18])[NH:14]3)=[N:10][CH:9]=2)[CH:5]=[CH:4][CH:3]=1.[H-].[Na+].[CH3:21]N(C)C=O.CI, predict the reaction product. The product is: [Br:1][C:2]1[N:7]=[C:6]([C:8]2[S:12][C:11]([C@@H:13]3[CH2:17][O:16][C:15](=[O:18])[N:14]3[CH3:21])=[N:10][CH:9]=2)[CH:5]=[CH:4][CH:3]=1. (9) Given the reactants [C:1]([CH:5]1[CH2:10][CH2:9][CH:8]([C:11]2[CH:16]=[CH:15][C:14]([CH2:17][OH:18])=[CH:13][C:12]=2[N:19]2[CH2:24][CH2:23][N:22]([CH2:25][CH2:26][CH2:27][CH3:28])[CH2:21][CH2:20]2)[CH2:7][CH2:6]1)([CH3:4])([CH3:3])[CH3:2], predict the reaction product. The product is: [C:1]([CH:5]1[CH2:6][CH2:7][CH:8]([C:11]2[CH:16]=[CH:15][C:14]([CH:17]=[O:18])=[CH:13][C:12]=2[N:19]2[CH2:24][CH2:23][N:22]([CH2:25][CH2:26][CH2:27][CH3:28])[CH2:21][CH2:20]2)[CH2:9][CH2:10]1)([CH3:4])([CH3:3])[CH3:2].